From a dataset of NCI-60 drug combinations with 297,098 pairs across 59 cell lines. Regression. Given two drug SMILES strings and cell line genomic features, predict the synergy score measuring deviation from expected non-interaction effect. (1) Drug 1: C1=CN(C(=O)N=C1N)C2C(C(C(O2)CO)O)O.Cl. Drug 2: CC1=C2C(C(=O)C3(C(CC4C(C3C(C(C2(C)C)(CC1OC(=O)C(C(C5=CC=CC=C5)NC(=O)OC(C)(C)C)O)O)OC(=O)C6=CC=CC=C6)(CO4)OC(=O)C)O)C)O. Cell line: CAKI-1. Synergy scores: CSS=51.9, Synergy_ZIP=6.57, Synergy_Bliss=-0.886, Synergy_Loewe=-4.13, Synergy_HSA=-1.78. (2) Drug 1: C1=C(C(=O)NC(=O)N1)N(CCCl)CCCl. Drug 2: CCN(CC)CCNC(=O)C1=C(NC(=C1C)C=C2C3=C(C=CC(=C3)F)NC2=O)C. Cell line: SR. Synergy scores: CSS=77.4, Synergy_ZIP=11.8, Synergy_Bliss=11.3, Synergy_Loewe=7.48, Synergy_HSA=9.74. (3) Drug 1: CC1=C(C(=O)C2=C(C1=O)N3CC4C(C3(C2COC(=O)N)OC)N4)N. Drug 2: CN1C=C(C=N1)C2=C3N=C(C(=C(N3N=C2)N)Br)C4CCCNC4. Cell line: UACC62. Synergy scores: CSS=50.9, Synergy_ZIP=-0.826, Synergy_Bliss=-0.895, Synergy_Loewe=-1.17, Synergy_HSA=5.78. (4) Drug 1: C1=CC(=CC=C1CCCC(=O)O)N(CCCl)CCCl. Drug 2: C1C(C(OC1N2C=NC(=NC2=O)N)CO)O. Cell line: RPMI-8226. Synergy scores: CSS=71.2, Synergy_ZIP=1.52, Synergy_Bliss=0.146, Synergy_Loewe=1.66, Synergy_HSA=5.21. (5) Drug 1: CC(C1=C(C=CC(=C1Cl)F)Cl)OC2=C(N=CC(=C2)C3=CN(N=C3)C4CCNCC4)N. Drug 2: CC1CCCC2(C(O2)CC(NC(=O)CC(C(C(=O)C(C1O)C)(C)C)O)C(=CC3=CSC(=N3)C)C)C. Cell line: COLO 205. Synergy scores: CSS=17.8, Synergy_ZIP=-2.03, Synergy_Bliss=4.18, Synergy_Loewe=-4.32, Synergy_HSA=-0.550. (6) Drug 1: COC1=NC(=NC2=C1N=CN2C3C(C(C(O3)CO)O)O)N. Drug 2: C1CNP(=O)(OC1)N(CCCl)CCCl. Cell line: SK-MEL-5. Synergy scores: CSS=3.53, Synergy_ZIP=0.407, Synergy_Bliss=4.55, Synergy_Loewe=2.48, Synergy_HSA=2.81.